Dataset: Forward reaction prediction with 1.9M reactions from USPTO patents (1976-2016). Task: Predict the product of the given reaction. The product is: [N:28]1[C:29]2[C:24](=[CH:23][C:22]([CH2:21][N:18]3[C:16]4=[N:17][C:12]([C:41]5[CH:40]=[CH:39][C:38]([N:35]6[CH2:36][CH2:37][O:32][CH2:33][CH2:34]6)=[N:43][CH:42]=5)=[CH:13][CH:14]=[C:15]4[N:20]=[N:19]3)=[CH:31][CH:30]=2)[CH:25]=[CH:26][CH:27]=1. Given the reactants FC1C=C([C:12]2[N:17]=[C:16]3[N:18]([CH2:21][C:22]4[CH:23]=[C:24]5[C:29](=[CH:30][CH:31]=4)[N:28]=[CH:27][CH:26]=[CH:25]5)[N:19]=[N:20][C:15]3=[CH:14][CH:13]=2)C=CC=1C(NC)=O.[O:32]1[CH2:37][CH2:36][N:35]([C:38]2[N:43]=[CH:42][C:41](B(O)O)=[CH:40][CH:39]=2)[CH2:34][CH2:33]1.C(=O)([O-])[O-].[K+].[K+].O1CCOCC1, predict the reaction product.